The task is: Predict the reactants needed to synthesize the given product.. This data is from Full USPTO retrosynthesis dataset with 1.9M reactions from patents (1976-2016). (1) Given the product [Cl:6][C:7]1[C:8]([CH2:17][O:18][C:19]2[CH:25]=[CH:24][C:22]([NH:23][C:36](=[O:37])[C:35]3[CH:39]=[C:40]([N+:43]([O-:45])=[O:44])[CH:41]=[CH:42][C:34]=3[Cl:33])=[CH:21][CH:20]=2)=[N:9][CH:10]=[C:11]([C:13]([F:16])([F:14])[F:15])[CH:12]=1, predict the reactants needed to synthesize it. The reactants are: O1CCCC1.[Cl:6][C:7]1[C:8]([CH2:17][O:18][C:19]2[CH:25]=[CH:24][C:22]([NH2:23])=[CH:21][CH:20]=2)=[N:9][CH:10]=[C:11]([C:13]([F:16])([F:15])[F:14])[CH:12]=1.C(N(CC)CC)C.[Cl:33][C:34]1[CH:42]=[CH:41][C:40]([N+:43]([O-:45])=[O:44])=[CH:39][C:35]=1[C:36](Cl)=[O:37]. (2) Given the product [OH:24][CH2:23][CH2:25][NH:26][C:18](=[O:20])[C:17]1[CH:21]=[CH:22][C:14]([O:13][CH2:12][C:11]2[C:7]([C:2]3[CH:3]=[CH:4][CH:5]=[CH:6][N:1]=3)=[N:8][O:9][CH:10]=2)=[N:15][CH:16]=1, predict the reactants needed to synthesize it. The reactants are: [N:1]1[CH:6]=[CH:5][CH:4]=[CH:3][C:2]=1[C:7]1[C:11]([CH2:12][O:13][C:14]2[CH:22]=[CH:21][C:17]([C:18]([OH:20])=O)=[CH:16][N:15]=2)=[CH:10][O:9][N:8]=1.[CH2:23]([CH2:25][NH2:26])[OH:24].